Dataset: Forward reaction prediction with 1.9M reactions from USPTO patents (1976-2016). Task: Predict the product of the given reaction. (1) The product is: [CH3:1][S:2]([C:5]1[CH:11]=[CH:10][C:8]([NH:9][C:16]([C:17]2[CH:22]=[CH:21][CH:20]=[CH:19][CH:18]=2)=[NH:23])=[CH:7][CH:6]=1)(=[O:3])=[O:4]. Given the reactants [CH3:1][S:2]([C:5]1[CH:11]=[CH:10][C:8]([NH2:9])=[CH:7][CH:6]=1)(=[O:4])=[O:3].C[Al](C)C.[C:16](#[N:23])[C:17]1[CH:22]=[CH:21][CH:20]=[CH:19][CH:18]=1, predict the reaction product. (2) Given the reactants [F:1][C:2]([F:24])([F:23])[O:3][C:4]1[CH:5]=[C:6]2[C:11](=[CH:12][CH:13]=1)[NH:10][CH:9]([C:14]([F:17])([F:16])[F:15])[C:8]([C:18]([O:20]CC)=[O:19])=[CH:7]2.[OH-].[Na+], predict the reaction product. The product is: [F:24][C:2]([F:1])([F:23])[O:3][C:4]1[CH:5]=[C:6]2[C:11](=[CH:12][CH:13]=1)[NH:10][CH:9]([C:14]([F:15])([F:16])[F:17])[C:8]([C:18]([OH:20])=[O:19])=[CH:7]2. (3) Given the reactants [C:1](OC(=O)C)(=[O:3])[CH3:2].Cl.[CH:9]1([CH2:13][NH:14][C:15]2[CH:16]=[N:17][O:18][C:19]=2[CH3:20])[CH2:12][CH2:11][CH2:10]1.C([O-])(=O)C.[Na+], predict the reaction product. The product is: [CH:9]1([CH2:13][N:14]([C:15]2[CH:16]=[N:17][O:18][C:19]=2[CH3:20])[C:1](=[O:3])[CH3:2])[CH2:10][CH2:11][CH2:12]1. (4) The product is: [N:10]([CH2:9][C:6]1[CH:5]=[CH:4][C:3]([CH2:1][CH3:2])=[N+:8]([O-:21])[CH:7]=1)=[N+:11]=[N-:12]. Given the reactants [CH2:1]([C:3]1[N:8]=[CH:7][C:6]([CH2:9][N:10]=[N+:11]=[N-:12])=[CH:5][CH:4]=1)[CH3:2].ClC1C=CC=C(C(OO)=[O:21])C=1.C(=O)([O-])O.[Na+], predict the reaction product. (5) Given the reactants C(OC([N:8]1[C@@H:12]([C:13]([CH3:21])=[CH:14][C:15]2[CH:20]=[CH:19][CH:18]=[CH:17][CH:16]=2)[CH2:11][O:10]C1(C)C)=O)(C)(C)C, predict the reaction product. The product is: [NH2:8][C@@H:12]([C:13]([CH3:21])=[CH:14][C:15]1[CH:20]=[CH:19][CH:18]=[CH:17][CH:16]=1)[CH2:11][OH:10]. (6) Given the reactants O[CH:2](OC)[C@H:3]1[CH2:8][CH2:7][C@H:6]([N:9]2[C:14]3[C:15]4[CH:21]=[CH:20][N:19]([CH2:22][O:23][CH2:24][CH2:25][Si:26]([CH3:29])([CH3:28])[CH3:27])[C:16]=4[N:17]=[CH:18][C:13]=3[C:12](=[O:30])[N:11]=[CH:10]2)[CH2:5][CH2:4]1.[F:33][C:34]([F:40])([F:39])[C:35]1([NH2:38])[CH2:37][CH2:36]1.B.N1C=CC=CC=1C.[BH4-].[Na+].[Cl-].[NH4+], predict the reaction product. The product is: [F:33][C:34]([F:40])([F:39])[C:35]1([NH:38][CH2:2][C@H:3]2[CH2:4][CH2:5][C@H:6]([N:9]3[C:14]4[C:15]5[CH:21]=[CH:20][N:19]([CH2:22][O:23][CH2:24][CH2:25][Si:26]([CH3:28])([CH3:27])[CH3:29])[C:16]=5[N:17]=[CH:18][C:13]=4[C:12](=[O:30])[NH:11][CH2:10]3)[CH2:7][CH2:8]2)[CH2:37][CH2:36]1. (7) The product is: [NH2:11][C:12]1[C:21]([C:5]2[CH:6]=[CH:7][C:2]([Cl:1])=[CH:3][CH:4]=2)=[N:20][C:19]([Br:23])=[CH:18][C:13]=1[C:14]([O:16][CH3:17])=[O:15]. Given the reactants [Cl:1][C:2]1[CH:7]=[CH:6][C:5](B(O)O)=[CH:4][CH:3]=1.[NH2:11][C:12]1[C:21](Br)=[N:20][C:19]([Br:23])=[CH:18][C:13]=1[C:14]([O:16][CH3:17])=[O:15].C(=O)([O-])[O-].[Na+].[Na+], predict the reaction product. (8) Given the reactants [CH2:1]([N:4]1[CH:8]=[CH:7][N:6]=[CH:5]1)[CH:2]=[CH2:3].[CH2:9]([Br:17])[CH2:10][CH2:11][CH2:12][CH2:13][CH2:14][CH2:15][CH3:16].C1(C)C=CC=CC=1, predict the reaction product. The product is: [Br-:17].[CH2:9]([N+:6]1[CH:7]=[CH:8][N:4]([CH2:1][CH:2]=[CH2:3])[CH:5]=1)[CH2:10][CH2:11][CH2:12][CH2:13][CH2:14][CH2:15][CH3:16]. (9) The product is: [Br:15][C:10]1[CH:11]=[CH:12][CH:13]=[C:14]2[C:9]=1[C:8]1([CH2:19][O:18][C:17]3[CH:20]=[C:21]4[C:25](=[CH:26][C:16]1=3)[CH2:24][C:23]([CH3:28])([CH3:27])[O:22]4)[C:7](=[O:29])[N:6]2[CH2:5][C:4]([OH:30])=[O:3]. Given the reactants C([O:3][C:4](=[O:30])[CH2:5][N:6]1[C:14]2[C:9](=[C:10]([Br:15])[CH:11]=[CH:12][CH:13]=2)[C:8]2([CH2:19][O:18][C:17]3[CH:20]=[C:21]4[C:25](=[CH:26][C:16]2=3)[CH2:24][C:23]([CH3:28])([CH3:27])[O:22]4)[C:7]1=[O:29])C.C(OC(=O)CN1C2C(=CC=CC=2)C2(C3=CC4OCOC=4C=C3OC2)C1=O)C, predict the reaction product.